The task is: Predict the product of the given reaction.. This data is from Forward reaction prediction with 1.9M reactions from USPTO patents (1976-2016). (1) Given the reactants [C:1]([C:5]1[CH:6]=[CH:7][C:8]([O:33][CH2:34][CH3:35])=[C:9]([C:11]2[N:12]([C:30](Cl)=[O:31])[C@H:13]([C:23]3[CH:28]=[CH:27][C:26]([Cl:29])=[CH:25][CH:24]=3)[C@H:14]([C:16]3[CH:21]=[CH:20][C:19]([Cl:22])=[CH:18][CH:17]=3)[N:15]=2)[CH:10]=1)([CH3:4])([CH3:3])[CH3:2].[NH:36]1[CH2:41][CH2:40][NH:39][CH2:38][C:37]1=[O:42], predict the reaction product. The product is: [C:1]([C:5]1[CH:6]=[CH:7][C:8]([O:33][CH2:34][CH3:35])=[C:9]([C:11]2[N:12]([C:30]([N:39]3[CH2:40][CH2:41][NH:36][C:37](=[O:42])[CH2:38]3)=[O:31])[C@H:13]([C:23]3[CH:24]=[CH:25][C:26]([Cl:29])=[CH:27][CH:28]=3)[C@H:14]([C:16]3[CH:21]=[CH:20][C:19]([Cl:22])=[CH:18][CH:17]=3)[N:15]=2)[CH:10]=1)([CH3:4])([CH3:2])[CH3:3]. (2) Given the reactants [Cl:1][C:2]1[C:3](=[O:30])[N:4]([CH2:19][CH2:20]C2C=CC(C(O)=O)=CC=2)[C:5](/[CH:9]=[CH:10]/[C:11]2[CH:16]=[CH:15][CH:14]=[C:13]([O:17][CH3:18])[CH:12]=2)=[C:6]([Cl:8])[CH:7]=1.[C:39]1(P(N=[N+]=[N-])([C:39]2[CH:44]=[CH:43][CH:42]=[CH:41][CH:40]=2)=O)[CH:44]=[CH:43][CH:42]=[CH:41][CH:40]=1.C([N:50]([CH2:53]C)CC)C.[OH2:55].[C:56]([OH:60])([CH3:59])([CH3:58])[CH3:57], predict the reaction product. The product is: [C:56]([O:60][C:53](=[O:55])[NH:50][C:39]1[CH:40]=[CH:41][C:42]([CH2:20][CH2:19][N:4]2[C:5](/[CH:9]=[CH:10]/[C:11]3[CH:16]=[CH:15][CH:14]=[C:13]([O:17][CH3:18])[CH:12]=3)=[C:6]([Cl:8])[CH:7]=[C:2]([Cl:1])[C:3]2=[O:30])=[CH:43][CH:44]=1)([CH3:59])([CH3:58])[CH3:57]. (3) The product is: [S:8]1[C:4]2[CH:3]=[C:2]([OH:12])[CH:10]=[CH:9][C:5]=2[N:6]=[CH:7]1. Given the reactants N[C:2]1[CH:10]=[CH:9][C:5]2[N:6]=[CH:7][S:8][C:4]=2[CH:3]=1.N([O-])=[O:12].[Na+].[OH-].[Na+], predict the reaction product. (4) Given the reactants [Na].[Cl-].[NH2:3][C:4]([NH2:6])=[NH2+:5].[C:7]([C:11]1[CH:19]=[C:18]2[C:14]([C:15](=[O:30])[N:16]([CH2:26][CH:27]([CH3:29])[CH3:28])[CH:17]2[CH2:20][C:21](OCC)=[O:22])=[CH:13][CH:12]=1)([CH3:10])([CH3:9])[CH3:8], predict the reaction product. The product is: [C:7]([C:11]1[CH:19]=[C:18]2[C:14]([C:15](=[O:30])[N:16]([CH2:26][CH:27]([CH3:28])[CH3:29])[CH:17]2[CH2:20][C:21]([NH:5][C:4]([NH2:6])=[NH:3])=[O:22])=[CH:13][CH:12]=1)([CH3:10])([CH3:9])[CH3:8]. (5) Given the reactants [O:1]1[C:5]2[CH:6]=[CH:7][C:8]([C:10]3([CH2:18][S:19][C@H:20]4[C:23](=[O:24])[N:22]([C:25]5[CH:30]=[CH:29][C:28]([CH3:31])=[CH:27][CH:26]=5)[C@@H:21]4[C:32]4[CH:46]=[CH:45][C:35]([O:36][CH2:37][C:38]([O:40]C(C)(C)C)=[O:39])=[CH:34][CH:33]=4)OCC(C)(C)C[O:11]3)=[CH:9][C:4]=2[O:3][CH2:2]1, predict the reaction product. The product is: [O:1]1[C:5]2[CH:6]=[CH:7][C:8]([C:10](=[O:11])[CH2:18][S:19][C@H:20]3[C:23](=[O:24])[N:22]([C:25]4[CH:26]=[CH:27][C:28]([CH3:31])=[CH:29][CH:30]=4)[C@@H:21]3[C:32]3[CH:46]=[CH:45][C:35]([O:36][CH2:37][C:38]([OH:40])=[O:39])=[CH:34][CH:33]=3)=[CH:9][C:4]=2[O:3][CH2:2]1. (6) Given the reactants C(O[CH:4]=[C:5]([C:8]#[N:9])[C:6]#[N:7])C.[CH3:10][C:11]([N:13]1[C:21]2[C:16](=[CH:17][CH:18]=[CH:19][CH:20]=2)[C:15]([OH:22])=[CH:14]1)=[O:12].C(N(CC)CC)C, predict the reaction product. The product is: [C:11]([N:13]1[C:21]2[C:16](=[CH:17][CH:18]=[CH:19][CH:20]=2)[C:15]([OH:22])=[C:14]1[CH:4]=[C:5]([C:6]#[N:7])[C:8]#[N:9])(=[O:12])[CH3:10]. (7) Given the reactants C([O:8][C:9]1[CH:41]=[CH:40][C:12]2[N:13]=[C:14]([S:16][CH2:17][CH2:18][N:19]3[CH2:24][CH2:23][N:22]([CH2:25][C:26]([NH:28][C:29]4[C:30]([S:38][CH3:39])=[N:31][C:32]([CH3:37])=[CH:33][C:34]=4[S:35][CH3:36])=[O:27])[CH2:21][CH2:20]3)[NH:15][C:11]=2[CH:10]=1)C1C=CC=CC=1.FC(F)(F)C(O)=O, predict the reaction product. The product is: [OH:8][C:9]1[CH:41]=[CH:40][C:12]2[N:13]=[C:14]([S:16][CH2:17][CH2:18][N:19]3[CH2:24][CH2:23][N:22]([CH2:25][C:26]([NH:28][C:29]4[C:30]([S:38][CH3:39])=[N:31][C:32]([CH3:37])=[CH:33][C:34]=4[S:35][CH3:36])=[O:27])[CH2:21][CH2:20]3)[NH:15][C:11]=2[CH:10]=1.